From a dataset of Forward reaction prediction with 1.9M reactions from USPTO patents (1976-2016). Predict the product of the given reaction. (1) Given the reactants Cl[C:2]1[C:7]([C:8]#[C:9][C:10]2[CH:11]=[N:12][C:13]([NH2:16])=[CH:14][CH:15]=2)=[C:6]([CH3:17])[N:5]=[CH:4][N:3]=1.[C:18]([O:22][C:23]([N:25]1[CH2:30][CH2:29][NH:28][CH2:27][CH2:26]1)=[O:24])([CH3:21])([CH3:20])[CH3:19].CCN(C(C)C)C(C)C, predict the reaction product. The product is: [C:18]([O:22][C:23]([N:25]1[CH2:30][CH2:29][N:28]([C:2]2[C:7]([C:8]#[C:9][C:10]3[CH:11]=[N:12][C:13]([NH2:16])=[CH:14][CH:15]=3)=[C:6]([CH3:17])[N:5]=[CH:4][N:3]=2)[CH2:27][CH2:26]1)=[O:24])([CH3:21])([CH3:19])[CH3:20]. (2) Given the reactants Cl.[CH2:2]([O:9][C:10]1[CH:16]=[CH:15][C:13]([NH2:14])=[CH:12][CH:11]=1)[C:3]1[CH:8]=[CH:7][CH:6]=[CH:5][CH:4]=1.[CH3:17][S:18]([CH2:21][C:22](O)=[O:23])(=[O:20])=[O:19].CN(C(ON1N=NC2C=CC=CC1=2)=[N+](C)C)C.F[P-](F)(F)(F)(F)F.CCN(C(C)C)C(C)C, predict the reaction product. The product is: [CH2:2]([O:9][C:10]1[CH:11]=[CH:12][C:13]([NH:14][C:22](=[O:23])[CH2:21][S:18]([CH3:17])(=[O:20])=[O:19])=[CH:15][CH:16]=1)[C:3]1[CH:4]=[CH:5][CH:6]=[CH:7][CH:8]=1. (3) Given the reactants C(OC(N1CCCN([C:15]2[CH:24]=[CH:23][CH:22]=[C:21]3[C:16]=2[CH:17]=[C:18](SC2C=CC(C(C)C)=CC=2)[CH:19]=[N:20]3)CC1)=O)(C)(C)C.[CH3:35]O, predict the reaction product. The product is: [NH2:20][C:21]1[C:16]2[C:15](=[CH:35][CH:19]=[CH:18][CH:17]=2)[CH:24]=[CH:23][CH:22]=1. (4) Given the reactants [NH:1]1[C:9]2[C:4](=[CH:5][C:6]([C:10]3[C:14]4[C:15]([NH2:19])=[N:16][CH:17]=[CH:18][C:13]=4[S:12][CH:11]=3)=[CH:7][CH:8]=2)[CH2:3][CH2:2]1.CN(C(ON1N=NC2C=CC=NC1=2)=[N+](C)C)C.F[P-](F)(F)(F)(F)F.[C:44]([C:46]1[CH:47]=[C:48]([CH2:52][C:53](O)=[O:54])[CH:49]=[CH:50][CH:51]=1)#[N:45].CCN(C(C)C)C(C)C, predict the reaction product. The product is: [NH2:19][C:15]1[C:14]2[C:10]([C:6]3[CH:5]=[C:4]4[C:9](=[CH:8][CH:7]=3)[N:1]([C:53](=[O:54])[CH2:52][C:48]3[CH:47]=[C:46]([CH:51]=[CH:50][CH:49]=3)[C:44]#[N:45])[CH2:2][CH2:3]4)=[CH:11][S:12][C:13]=2[CH:18]=[CH:17][N:16]=1. (5) Given the reactants C([O:3][C:4]([C:6]1[C:7]2[CH:8]=[CH:9][C:10]([O:30][CH3:31])=[C:11]([O:28][CH3:29])[C:12]=2[C:13](=[O:27])[N:14]2[CH2:23][CH2:22][C:21]3[C:16](=[CH:17][C:18]4[O:26][CH2:25][O:24][C:19]=4[CH:20]=3)[C:15]=12)=[O:5])C, predict the reaction product. The product is: [CH3:29][O:28][C:11]1[C:12]2[C:13](=[O:27])[N:14]3[CH2:23][CH2:22][C:21]4[C:16]([C:15]3=[C:6]([C:4]([OH:5])=[O:3])[C:7]=2[CH:8]=[CH:9][C:10]=1[O:30][CH3:31])=[CH:17][C:18]1[O:26][CH2:25][O:24][C:19]=1[CH:20]=4. (6) Given the reactants [Cl:1][C:2]1[C:7](=[O:8])[N:6]([CH2:9][C:10]([NH:12][CH:13]([CH2:19][CH3:20])[C:14]([O:16]CC)=[O:15])=[O:11])[N:5]=[CH:4][C:3]=1[NH:21][C@@H:22]1[CH2:27][C@@H:26]2[CH2:28][C@@H:24]([C:25]2([CH3:30])[CH3:29])[C@H:23]1[CH3:31].[OH-].[Na+].Cl, predict the reaction product. The product is: [Cl:1][C:2]1[C:7](=[O:8])[N:6]([CH2:9][C:10]([NH:12][CH:13]([CH2:19][CH3:20])[C:14]([OH:16])=[O:15])=[O:11])[N:5]=[CH:4][C:3]=1[NH:21][C@@H:22]1[CH2:27][C@@H:26]2[CH2:28][C@@H:24]([C:25]2([CH3:29])[CH3:30])[C@H:23]1[CH3:31]. (7) The product is: [CH2:27]([C:30]1[CH:35]=[CH:34][CH:33]=[C:32]([O:36][CH3:37])[C:31]=1[O:38][CH2:46][C:47]1[CH:52]=[CH:51][CH:50]=[CH:49][CH:48]=1)[CH:28]=[CH2:29]. Given the reactants C1(OC)C(=CC=CC=1)O.C(Br)C=C.C(=O)([O-])[O-].[K+].[K+].C(OCC=C)C=C.[CH2:27]([C:30]1[CH:35]=[CH:34][CH:33]=[C:32]([O:36][CH3:37])[C:31]=1[OH:38])[CH:28]=[CH2:29].C1(O)C=CC=CC=1.[CH2:46](Br)[C:47]1[CH:52]=[CH:51][CH:50]=[CH:49][CH:48]=1, predict the reaction product. (8) Given the reactants II.[CH3:3][O:4][C:5](=[O:17])[C@@H:6]([NH:9][C:10]([O:12][C:13]([CH3:16])([CH3:15])[CH3:14])=[O:11])[CH2:7]I.P(CCCC)(CCCC)CCCC.Br[C:32]1[CH:55]=[CH:54][C:35]([O:36][CH2:37][CH2:38][CH2:39][CH:40]2[CH2:45][CH2:44][N:43]([C:46]3[O:50][N:49]=[C:48]([CH:51]([CH3:53])[CH3:52])[N:47]=3)[CH2:42][CH2:41]2)=[CH:34][C:33]=1[CH3:56], predict the reaction product. The product is: [CH3:3][O:4][C:5](=[O:17])[C@@H:6]([NH:9][C:10]([O:12][C:13]([CH3:16])([CH3:15])[CH3:14])=[O:11])[CH2:7][C:32]1[CH:55]=[CH:54][C:35]([O:36][CH2:37][CH2:38][CH2:39][CH:40]2[CH2:45][CH2:44][N:43]([C:46]3[O:50][N:49]=[C:48]([CH:51]([CH3:52])[CH3:53])[N:47]=3)[CH2:42][CH2:41]2)=[CH:34][C:33]=1[CH3:56]. (9) Given the reactants [CH2:1]([OH:19])[CH2:2][O:3][CH2:4][CH2:5][O:6][CH2:7][CH2:8][O:9][CH2:10][CH2:11][O:12][CH2:13][CH2:14][O:15][CH2:16][CH2:17][OH:18].[CH2:20](Br)[C:21]1[CH:26]=[CH:25][CH:24]=[CH:23][CH:22]=1.C(OC(C)C)(C)C.[OH-].[Na+], predict the reaction product. The product is: [C:21]1([CH2:20][O:18][CH2:17][CH2:16][O:15][CH2:14][CH2:13][O:12][CH2:11][CH2:10][O:9][CH2:8][CH2:7][O:6][CH2:5][CH2:4][O:3][CH2:2][CH2:1][OH:19])[CH:26]=[CH:25][CH:24]=[CH:23][CH:22]=1.